Dataset: Peptide-MHC class I binding affinity with 185,985 pairs from IEDB/IMGT. Task: Regression. Given a peptide amino acid sequence and an MHC pseudo amino acid sequence, predict their binding affinity value. This is MHC class I binding data. (1) The peptide sequence is SSKQYPAGR. The MHC is HLA-A33:01 with pseudo-sequence HLA-A33:01. The binding affinity (normalized) is 0.380. (2) The peptide sequence is FITVLTSVDI. The MHC is HLA-A02:01 with pseudo-sequence HLA-A02:01. The binding affinity (normalized) is 0.408. (3) The MHC is HLA-A26:01 with pseudo-sequence HLA-A26:01. The peptide sequence is QHSFMANRM. The binding affinity (normalized) is 0.0847. (4) The peptide sequence is RRISGVDRY. The MHC is Mamu-B1001 with pseudo-sequence Mamu-B1001. The binding affinity (normalized) is 0.108. (5) The binding affinity (normalized) is 0.693. The MHC is HLA-A02:01 with pseudo-sequence HLA-A02:01. The peptide sequence is AMPAYNWMTV. (6) The peptide sequence is RETACLGKSY. The MHC is HLA-B44:03 with pseudo-sequence HLA-B44:03. The binding affinity (normalized) is 0.607.